From a dataset of Catalyst prediction with 721,799 reactions and 888 catalyst types from USPTO. Predict which catalyst facilitates the given reaction. (1) Reactant: C(OC([N:8]1[CH2:13][CH2:12][CH:11]([C:14]2[CH:19]=[N:18][C:17]([C:20]3[CH:25]=[CH:24][C:23]([Cl:26])=[CH:22][CH:21]=3)=[C:16]([C:27]3[CH:32]=[CH:31][C:30]([Cl:33])=[CH:29][CH:28]=3)[N:15]=2)[CH2:10][CH2:9]1)=O)(C)(C)C.C(O)(C(F)(F)F)=O. Product: [Cl:26][C:23]1[CH:24]=[CH:25][C:20]([C:17]2[C:16]([C:27]3[CH:32]=[CH:31][C:30]([Cl:33])=[CH:29][CH:28]=3)=[N:15][C:14]([CH:11]3[CH2:12][CH2:13][NH:8][CH2:9][CH2:10]3)=[CH:19][N:18]=2)=[CH:21][CH:22]=1. The catalyst class is: 2. (2) Reactant: [OH:1][CH2:2][C:3]([CH3:32])([CH3:31])[CH2:4][O:5][C:6]1[C:28]([O:29][CH3:30])=[CH:27][C:9]2[C:10]3[N:15]([CH:16]([CH:18]([CH3:20])[CH3:19])[CH2:17][C:8]=2[CH:7]=1)[CH:14]=[C:13]([C:21]([O:23]CC)=[O:22])[C:12](=[O:26])[CH:11]=3.CO.O[Li].O. Product: [OH:1][CH2:2][C:3]([CH3:32])([CH3:31])[CH2:4][O:5][C:6]1[C:28]([O:29][CH3:30])=[CH:27][C:9]2[C:10]3[N:15]([CH:16]([CH:18]([CH3:20])[CH3:19])[CH2:17][C:8]=2[CH:7]=1)[CH:14]=[C:13]([C:21]([OH:23])=[O:22])[C:12](=[O:26])[CH:11]=3. The catalyst class is: 6. (3) Reactant: [CH2:1]([C:4]1[S:28][C:7]2[N:8]=[C:9]([C:25](O)=[O:26])[N:10]=[C:11]([N:12]3[CH2:17][CH2:16][N:15]4[C:18]([C:21]([F:24])([F:23])[F:22])=[N:19][N:20]=[C:14]4[CH2:13]3)[C:6]=2[CH:5]=1)[CH2:2][CH3:3].C(Cl)(=O)C(Cl)=O.CN(C)C=O.O[NH:41][C:42](=[NH:49])[C:43]1[CH:48]=[CH:47][CH:46]=[CH:45][CH:44]=1. Product: [C:43]1([C:42]2[N:49]=[C:25]([C:9]3[N:10]=[C:11]([N:12]4[CH2:17][CH2:16][N:15]5[C:18]([C:21]([F:24])([F:23])[F:22])=[N:19][N:20]=[C:14]5[CH2:13]4)[C:6]4[CH:5]=[C:4]([CH2:1][CH2:2][CH3:3])[S:28][C:7]=4[N:8]=3)[O:26][N:41]=2)[CH:48]=[CH:47][CH:46]=[CH:45][CH:44]=1. The catalyst class is: 272. (4) Reactant: [NH:1]1[CH:5]=[N:4][C:3]([SH:6])=[N:2]1.[CH2:7](O[K])C.[Cl-].[CH:12]([C:14]1[CH:19]=[CH:18][CH:17]=[CH:16][CH:15]=1)=[CH2:13]. Product: [CH:12]([C:14]1[CH:19]=[CH:18][C:17]([CH2:7][S:6][C:3]2[N:4]=[CH:5][NH:1][N:2]=2)=[CH:16][CH:15]=1)=[CH2:13]. The catalyst class is: 8. (5) Reactant: [C:1]([C:3]1[CH:8]=[C:7]([CH3:9])[N:6]=[C:5]([CH3:10])[CH:4]=1)#[N:2].ClC1C=CC=C(C(OO)=[O:19])C=1. Product: [C:1]([C:3]1[CH:8]=[C:7]([CH3:9])[N+:6]([O-:19])=[C:5]([CH3:10])[CH:4]=1)#[N:2]. The catalyst class is: 22.